This data is from Forward reaction prediction with 1.9M reactions from USPTO patents (1976-2016). The task is: Predict the product of the given reaction. (1) Given the reactants [N:1]1[CH:6]=[CH:5][CH:4]=[C:3]([C:7]2[N:11]=[C:10]([C:12]3[CH:13]=[C:14]([CH:16]=[CH:17][CH:18]=3)[NH2:15])[O:9][N:8]=2)[CH:2]=1.[ClH:19], predict the reaction product. The product is: [ClH:19].[ClH:19].[N:1]1[CH:6]=[CH:5][CH:4]=[C:3]([C:7]2[N:11]=[C:10]([C:12]3[CH:13]=[C:14]([CH:16]=[CH:17][CH:18]=3)[NH2:15])[O:9][N:8]=2)[CH:2]=1. (2) The product is: [Br:8][C:4]1[C:3]([CH3:9])=[C:2]([CH:7]=[CH:6][CH:5]=1)[C:10]([OH:12])=[O:11]. Given the reactants Br[C:2]1[CH:7]=[CH:6][CH:5]=[C:4]([Br:8])[C:3]=1[CH3:9].[C:10](=[O:12])=[O:11], predict the reaction product. (3) The product is: [CH3:22][O:17][CH:16]([NH:6][C:5]1[CH:7]=[C:8]([O:13][CH3:14])[C:9]([O:11][CH3:12])=[CH:10][C:4]=1[N+:1]([O-:3])=[O:2])[C:15]([O:19][CH2:20][CH3:21])=[O:18]. Given the reactants [N+:1]([C:4]1[CH:10]=[C:9]([O:11][CH3:12])[C:8]([O:13][CH3:14])=[CH:7][C:5]=1[NH2:6])([O-:3])=[O:2].[C:15]([O:19][CH2:20][CH3:21])(=[O:18])[CH:16]=[O:17].[CH3:22]O, predict the reaction product. (4) Given the reactants C([O:3][C:4](=O)[CH2:5][O:6][C:7]1[CH:16]=[C:15]2[C:10]([C@H:11]([N:29]([C:37](=[O:39])[CH3:38])[C:30]3[CH:35]=[CH:34][C:33]([Cl:36])=[CH:32][CH:31]=3)[CH2:12][C@H:13]([CH3:28])[N:14]2[C:17](=[O:27])[C:18]2[CH:23]=[CH:22][C:21]([N:24]([CH3:26])[CH3:25])=[CH:20][CH:19]=2)=[CH:9][CH:8]=1)C.C(COC1C=C2C(=CC=1)N(C(=O)C1C=CC(F)=CC=1)[C@@H](C)C[C@H]2N(C1C=CC(Cl)=CC=1)C(=O)CC)(=O)[NH2:42], predict the reaction product. The product is: [C:37]([N:29]([C:30]1[CH:31]=[CH:32][C:33]([Cl:36])=[CH:34][CH:35]=1)[C@H:11]1[C:10]2[C:15](=[CH:16][C:7]([O:6][CH2:5][C:4]([NH2:42])=[O:3])=[CH:8][CH:9]=2)[N:14]([C:17](=[O:27])[C:18]2[CH:23]=[CH:22][C:21]([N:24]([CH3:25])[CH3:26])=[CH:20][CH:19]=2)[C@@H:13]([CH3:28])[CH2:12]1)(=[O:39])[CH3:38]. (5) Given the reactants [NH2:1][C:2]1[C:12]([F:13])=[CH:11][C:10]([C:14]2[CH:15]=[C:16]3[C:22]([C:23]4[CH:28]=[CH:27][CH:26]=[CH:25][C:24]=4[O:29][CH3:30])=[CH:21][N:20](S(C4C=CC(C)=CC=4)(=O)=O)[C:17]3=[N:18][CH:19]=2)=[CH:9][C:3]=1[C:4]([N:6]([CH3:8])[CH3:7])=[O:5].[OH-].[K+].C(O)(=O)C, predict the reaction product. The product is: [NH2:1][C:2]1[C:12]([F:13])=[CH:11][C:10]([C:14]2[CH:15]=[C:16]3[C:22]([C:23]4[CH:28]=[CH:27][CH:26]=[CH:25][C:24]=4[O:29][CH3:30])=[CH:21][NH:20][C:17]3=[N:18][CH:19]=2)=[CH:9][C:3]=1[C:4]([N:6]([CH3:7])[CH3:8])=[O:5].